Dataset: Peptide-MHC class I binding affinity with 185,985 pairs from IEDB/IMGT. Task: Regression. Given a peptide amino acid sequence and an MHC pseudo amino acid sequence, predict their binding affinity value. This is MHC class I binding data. The peptide sequence is REAVESCPLM. The MHC is HLA-B40:02 with pseudo-sequence HLA-B40:02. The binding affinity (normalized) is 0.788.